This data is from Peptide-MHC class II binding affinity with 134,281 pairs from IEDB. The task is: Regression. Given a peptide amino acid sequence and an MHC pseudo amino acid sequence, predict their binding affinity value. This is MHC class II binding data. (1) The peptide sequence is LPFFYSEPVNVLNGLE. The MHC is H-2-IAb with pseudo-sequence H-2-IAb. The binding affinity (normalized) is 0.666. (2) The peptide sequence is SVWPIRYWATGSVLL. The MHC is DRB1_1501 with pseudo-sequence DRB1_1501. The binding affinity (normalized) is 0.825.